Predict the reaction yield, written as a fraction of the theoretical maximum amount of product (1.0 means a 100% yield; for example, 0.34 means a 34% yield). From a dataset of Reaction yield outcomes from USPTO patents with 853,638 reactions. (1) The reactants are Br[C:2]12[CH2:9][CH2:8][C:5]([C:10]([O:12]C)=[O:11])([CH2:6][CH2:7]1)[CH2:4][CH2:3]2.Cl.[OH-:15].[Na+]. No catalyst specified. The product is [OH:15][C:2]12[CH2:9][CH2:8][C:5]([C:10]([OH:12])=[O:11])([CH2:6][CH2:7]1)[CH2:4][CH2:3]2. The yield is 0.890. (2) The reactants are [F:1][C:2]1[CH:17]=[C:16]([N+:18]([O-:20])=[O:19])[CH:15]=[CH:14][C:3]=1[O:4][C:5]1[C:6]2[NH:13][CH:12]=[CH:11][C:7]=2[N:8]=[CH:9][N:10]=1.[H-].[Na+].[CH3:23]O.CN([CH:28]=[O:29])C. No catalyst specified. The product is [F:1][C:2]1[CH:17]=[C:16]([N+:18]([O-:20])=[O:19])[CH:15]=[CH:14][C:3]=1[O:4][C:5]1[C:6]2[N:13]([CH2:23][O:29][CH3:28])[CH:12]=[CH:11][C:7]=2[N:8]=[CH:9][N:10]=1. The yield is 0.490. (3) The reactants are [CH:1]1([NH2:4])[CH2:3][CH2:2]1.[Cl:5][C:6]1[CH:7]=[C:8]([CH:12]=[CH:13][C:14]=1[F:15])[C:9](O)=[O:10]. No catalyst specified. The product is [Cl:5][C:6]1[CH:7]=[C:8]([CH:12]=[CH:13][C:14]=1[F:15])[C:9]([NH:4][CH:1]1[CH2:3][CH2:2]1)=[O:10]. The yield is 0.890. (4) The reactants are [C:1]1(=[O:11])[NH:5][C:4](=[O:6])[C:3]2=[CH:7][CH:8]=[CH:9][CH:10]=[C:2]12.[CH2:12](O)[CH2:13][C:14]#[CH:15].C1(P(C2C=CC=CC=2)C2C=CC=CC=2)C=CC=CC=1.CC(OC(/N=N/C(OC(C)C)=O)=O)C. The catalyst is C1(C)C=CC=CC=1.CO. The product is [CH2:15]([N:5]1[C:1](=[O:11])[C:2]2[C:3](=[CH:7][CH:8]=[CH:9][CH:10]=2)[C:4]1=[O:6])[CH2:14][C:13]#[CH:12]. The yield is 0.810.